From a dataset of Forward reaction prediction with 1.9M reactions from USPTO patents (1976-2016). Predict the product of the given reaction. (1) Given the reactants [CH3:1][O:2][C:3]1[N:8]=[C:7](/[CH:9]=[CH:10]/[C:11]([NH2:13])=O)[CH:6]=[CH:5][C:4]=1[N:14]1[CH:18]=[C:17]([CH3:19])[N:16]=[CH:15]1.P(Cl)(Cl)(Cl)=O, predict the reaction product. The product is: [CH3:1][O:2][C:3]1[N:8]=[C:7](/[CH:9]=[CH:10]/[C:11]#[N:13])[CH:6]=[CH:5][C:4]=1[N:14]1[CH:18]=[C:17]([CH3:19])[N:16]=[CH:15]1. (2) Given the reactants Cl[C:2]1[N:7]=[CH:6][C:5]([B:8]([OH:10])[OH:9])=[CH:4][N:3]=1.[CH3:11][S:12]([N:15]1[CH2:20][CH2:19][NH:18][CH2:17][CH2:16]1)(=[O:14])=[O:13], predict the reaction product. The product is: [CH3:11][S:12]([N:15]1[CH2:20][CH2:19][N:18]([C:2]2[N:7]=[CH:6][C:5]([B:8]([OH:10])[OH:9])=[CH:4][N:3]=2)[CH2:17][CH2:16]1)(=[O:14])=[O:13]. (3) The product is: [Br:24][C:16]1[CH:17]=[C:18]2[C:23](=[C:14]([N:11]3[CH2:12][CH2:13][NH:8][CH2:9][CH2:10]3)[CH:15]=1)[N:22]=[CH:21][CH:20]=[CH:19]2. Given the reactants C([N:8]1[CH2:13][CH2:12][N:11]([C:14]2[CH:15]=[C:16]([Br:24])[CH:17]=[C:18]3[C:23]=2[N:22]=[CH:21][CH:20]=[CH:19]3)[CH2:10][CH2:9]1)C1C=CC=CC=1.ClCCOC(Cl)=O.ClC(OC=C)=O.O, predict the reaction product. (4) Given the reactants [Br:1]Br.[F:3][C:4]1([F:20])[CH2:7][CH:6]([C:8]2[CH:17]=[CH:16][C:11]([C:12]([O:14][CH3:15])=[O:13])=[C:10]([O:18][CH3:19])[CH:9]=2)[CH2:5]1.C(=O)([O-])O.[Na+].S([O-])([O-])(=O)=S.[Na+].[Na+], predict the reaction product. The product is: [Br:1][C:17]1[C:8]([CH:6]2[CH2:7][C:4]([F:20])([F:3])[CH2:5]2)=[CH:9][C:10]([O:18][CH3:19])=[C:11]([CH:16]=1)[C:12]([O:14][CH3:15])=[O:13].